This data is from Forward reaction prediction with 1.9M reactions from USPTO patents (1976-2016). The task is: Predict the product of the given reaction. (1) The product is: [N:11]1([CH2:7][C:6]2[CH:9]=[CH:10][C:3]([C:1]#[N:2])=[CH:4][CH:5]=2)[CH2:16][CH2:15][O:14][CH2:13][CH2:12]1. Given the reactants [C:1]([C:3]1[CH:10]=[CH:9][C:6]([CH2:7]Br)=[CH:5][CH:4]=1)#[N:2].[NH:11]1[CH2:16][CH2:15][O:14][CH2:13][CH2:12]1, predict the reaction product. (2) The product is: [Br:8][C:9]1[CH:10]=[CH:11][CH:12]=[C:13]2[C:18]=1[N:17]=[C:16]([NH:1][C:2]1[CH:7]=[CH:6][CH:5]=[CH:4][CH:3]=1)[CH:15]=[CH:14]2. Given the reactants [NH2:1][C:2]1[CH:7]=[CH:6][CH:5]=[CH:4][CH:3]=1.[Br:8][C:9]1[CH:10]=[CH:11][CH:12]=[C:13]2[C:18]=1[N:17]=[C:16](Cl)[CH:15]=[CH:14]2.[Li+].C[Si]([N-][Si](C)(C)C)(C)C, predict the reaction product. (3) Given the reactants [C:1]1(P(C2C=CC=CC=2)C2C=CC=CC=2)C=CC=CC=1.CCOC(/N=N/C(OCC)=O)=O.CO.[CH3:34][N:35]([CH3:61])[CH2:36][CH2:37][CH2:38][C:39]#[C:40][C:41]1[CH:42]=[N:43][C:44]([NH:47][S:48]([C:51]2[CH:56]=[CH:55][C:54]([C:57]([F:60])([F:59])[F:58])=[CH:53][CH:52]=2)(=[O:50])=[O:49])=[N:45][CH:46]=1, predict the reaction product. The product is: [CH3:61][N:35]([CH3:34])[CH2:36][CH2:37][CH2:38][C:39]#[C:40][C:41]1[CH:42]=[N:43][C:44]([N:47]([CH3:1])[S:48]([C:51]2[CH:52]=[CH:53][C:54]([C:57]([F:60])([F:58])[F:59])=[CH:55][CH:56]=2)(=[O:49])=[O:50])=[N:45][CH:46]=1. (4) Given the reactants [CH3:1][C:2]1[N:7]=[C:6]([NH:8][C:9]2[C:14]([CH3:15])=[CH:13][C:12]([CH3:16])=[CH:11][C:10]=2[CH3:17])[C:5]([S:18]([C:21]2[CH:26]=[CH:25][C:24]([CH:27]([C:29]3[CH:34]=[CH:33][CH:32]=[CH:31][CH:30]=3)[OH:28])=[CH:23][CH:22]=2)(=[O:20])=[O:19])=[CH:4][CH:3]=1, predict the reaction product. The product is: [CH3:1][C:2]1[N:7]=[C:6]([NH:8][C:9]2[C:10]([CH3:17])=[CH:11][C:12]([CH3:16])=[CH:13][C:14]=2[CH3:15])[C:5]([S:18]([C:21]2[CH:26]=[CH:25][C:24]([C:27]([C:29]3[CH:34]=[CH:33][CH:32]=[CH:31][CH:30]=3)=[O:28])=[CH:23][CH:22]=2)(=[O:19])=[O:20])=[CH:4][CH:3]=1. (5) Given the reactants FC(F)(F)S(O[C:7]1[N:8]=[C:9]([CH3:21])[C:10]2[C:15]([CH:16]=1)=[CH:14][C:13]([O:17][CH3:18])=[C:12]([O:19][CH3:20])[CH:11]=2)(=O)=O.[C:24]1([CH3:33])[CH:29]=[CH:28][C:27](B(O)O)=[CH:26][CH:25]=1.C([O-])([O-])=O.[Na+].[Na+].CCOC(C)=O, predict the reaction product. The product is: [CH3:18][O:17][C:13]1[CH:14]=[C:15]2[C:10](=[CH:11][C:12]=1[O:19][CH3:20])[C:9]([CH3:21])=[N:8][C:7]([C:27]1[CH:28]=[CH:29][C:24]([CH3:33])=[CH:25][CH:26]=1)=[CH:16]2. (6) Given the reactants Br[CH2:2][C@@:3]1([OH:27])[C@@H:8]([CH3:9])[CH2:7][C:6]([C:10]2[CH:15]=[CH:14][N:13]=[CH:12][C:11]=2[N+:16]([O-])=O)=[CH:5][C@H:4]1[O:19][Si:20]([C:23]([CH3:26])([CH3:25])[CH3:24])([CH3:22])[CH3:21].[H][H].CCCCCCC.CC(O)C, predict the reaction product. The product is: [NH2:16][C:11]1[CH:12]=[N:13][CH:14]=[CH:15][C:10]=1[C@@H:6]1[CH2:7][C@H:8]([CH3:9])[C@@:3]([CH3:2])([OH:27])[C@H:4]([O:19][Si:20]([C:23]([CH3:24])([CH3:26])[CH3:25])([CH3:21])[CH3:22])[CH2:5]1.[NH2:16][C:11]1[CH:12]=[N:13][CH:14]=[CH:15][C:10]=1[C@H:6]1[CH2:7][C@@H:8]([CH3:9])[C@:3]([CH3:2])([OH:27])[C@@H:4]([O:19][Si:20]([C:23]([CH3:24])([CH3:26])[CH3:25])([CH3:21])[CH3:22])[CH2:5]1. (7) Given the reactants [Cl:1][C:2]1[C:7]([F:8])=[CH:6][C:5]([C:9]2[C:14]([C:15](O)=[O:16])=[C:13]([CH3:18])[N:12]=[CH:11][CH:10]=2)=[C:4]([F:19])[CH:3]=1.C[CH2:21][N:22](C(C)C)C(C)C.C1C=CC2N(O)N=NC=2C=1.C(Cl)CCl.Cl.CN, predict the reaction product. The product is: [Cl:1][C:2]1[C:7]([F:8])=[CH:6][C:5]([C:9]2[C:14]([C:15]([NH:22][CH3:21])=[O:16])=[C:13]([CH3:18])[N:12]=[CH:11][CH:10]=2)=[C:4]([F:19])[CH:3]=1.